Dataset: Reaction yield outcomes from USPTO patents with 853,638 reactions. Task: Predict the reaction yield, written as a fraction of the theoretical maximum amount of product (1.0 means a 100% yield; for example, 0.34 means a 34% yield). (1) The reactants are [C:1]([OH:21])(=[O:20])[CH2:2][CH2:3][CH2:4][CH2:5][CH2:6][CH2:7][CH2:8][CH2:9][CH2:10][CH2:11][CH2:12][CH2:13][CH2:14][CH2:15][CH2:16][C:17]([OH:19])=[O:18].CN(C)C=O.[C:27]1([CH3:33])[CH:32]=CC=C[CH:28]=1. No catalyst specified. The product is [C:27]([O:18][C:17](=[O:19])[CH2:16][CH2:15][CH2:14][CH2:13][CH2:12][CH2:11][CH2:10][CH2:9][CH2:8][CH2:7][CH2:6][CH2:5][CH2:4][CH2:3][CH2:2][C:1]([OH:21])=[O:20])([CH3:33])([CH3:32])[CH3:28]. The yield is 0.330. (2) The reactants are [CH3:1][Si:2]([CH3:39])([CH3:38])[CH2:3][CH2:4][O:5][CH2:6][N:7]([CH2:30][O:31][CH2:32][CH2:33][Si:34]([CH3:37])([CH3:36])[CH3:35])[C:8]1[N:13]2[N:14]=[CH:15][CH:16]=[C:12]2[N:11]=[C:10]([CH:17]2[CH2:22][CH2:21][N:20]([C:23]([O:25][C:26]([CH3:29])([CH3:28])[CH3:27])=[O:24])[CH2:19][CH2:18]2)[CH:9]=1.[I:40]N1C(=O)CCC1=O. The catalyst is CN(C=O)C.CCOC(C)=O. The product is [CH3:37][Si:34]([CH3:36])([CH3:35])[CH2:33][CH2:32][O:31][CH2:30][N:7]([CH2:6][O:5][CH2:4][CH2:3][Si:2]([CH3:1])([CH3:38])[CH3:39])[C:8]1[N:13]2[N:14]=[CH:15][C:16]([I:40])=[C:12]2[N:11]=[C:10]([CH:17]2[CH2:22][CH2:21][N:20]([C:23]([O:25][C:26]([CH3:29])([CH3:28])[CH3:27])=[O:24])[CH2:19][CH2:18]2)[CH:9]=1. The yield is 0.750. (3) The reactants are Cl[C:2]1[C:11]2[C:6](=[CH:7][C:8]([O:15][CH3:16])=[C:9]([C:12]([NH2:14])=[O:13])[CH:10]=2)[N:5]=[CH:4][CH:3]=1.[S-2:17].[Na+].[Na+].Br[C:21]1[S:22][C:23]([N+:26]([O-:28])=[O:27])=[CH:24][CH:25]=1. The catalyst is CN(C)C=O. The product is [CH3:16][O:15][C:8]1[CH:7]=[C:6]2[C:11]([C:2]([S:17][C:21]3[S:22][C:23]([N+:26]([O-:28])=[O:27])=[CH:24][CH:25]=3)=[CH:3][CH:4]=[N:5]2)=[CH:10][C:9]=1[C:12]([NH2:14])=[O:13]. The yield is 0.390. (4) The reactants are [C:1]([O:5][C:6]([N:8]1[CH:13]=[CH:12][C:11]([Cl:14])=[CH:10][CH:9]1[CH:15]1[CH2:19][CH2:18][CH2:17][CH2:16]1)=[O:7])([CH3:4])([CH3:3])[CH3:2].[CH2:20]([Li])CCC.IC.O. The catalyst is C1COCC1.CCOCC. The product is [C:1]([O:5][C:6]([N:8]1[C:13]([CH3:20])=[CH:12][C:11]([Cl:14])=[CH:10][CH:9]1[CH:15]1[CH2:16][CH2:17][CH2:18][CH2:19]1)=[O:7])([CH3:4])([CH3:2])[CH3:3]. The yield is 0.690. (5) The catalyst is O1CCCC1.C(OCC)(=O)C.C(O)C. The yield is 0.440. The product is [Cl:49][C:50]1[CH:62]=[CH:61][C:53]2[NH:54][C:55]([C:57]3([NH:60][C:5](=[O:7])[C:4]4[CH:8]=[CH:9][C:10]([C:11]([N:13]5[CH2:17][CH2:16][CH2:15][CH2:14]5)=[O:12])=[C:2]([CH3:1])[CH:3]=4)[CH2:58][CH2:59]3)=[N:56][C:52]=2[CH:51]=1. The reactants are [CH3:1][C:2]1[CH:3]=[C:4]([CH:8]=[CH:9][C:10]=1[C:11]([N:13]1[CH2:17][CH2:16][CH2:15][CH2:14]1)=[O:12])[C:5]([OH:7])=O.CN(C(ON1N=NC2C=CC=CC1=2)=[N+](C)C)C.[B-](F)(F)(F)F.C(N(C(C)C)CC)(C)C.[Cl:49][C:50]1[CH:62]=[CH:61][C:53]2[NH:54][C:55]([C:57]3([NH2:60])[CH2:59][CH2:58]3)=[N:56][C:52]=2[CH:51]=1.ClCl. (6) The reactants are [CH3:1][C:2]1([CH3:10])[C:4]([CH3:6])([CH3:5])[CH:3]1[C:7]([OH:9])=O.[S:11]1[C:15]2[CH:16]=[CH:17][CH:18]=[CH:19][C:14]=2[N:13]=[C:12]1[NH2:20]. No catalyst specified. The product is [S:11]1[C:15]2[CH:16]=[CH:17][CH:18]=[CH:19][C:14]=2[N:13]=[C:12]1[NH:20][C:7]([CH:3]1[C:4]([CH3:5])([CH3:6])[C:2]1([CH3:1])[CH3:10])=[O:9]. The yield is 0.270.